From a dataset of Catalyst prediction with 721,799 reactions and 888 catalyst types from USPTO. Predict which catalyst facilitates the given reaction. (1) Reactant: Br[CH2:2]/[CH:3]=[CH:4]/[C:5]([O:7][CH3:8])=[O:6].C(N(CC)CC)C.[CH2:16]([NH:23][CH2:24][CH2:25][NH:26][CH2:27][C:28]1[CH:33]=[CH:32][CH:31]=[CH:30][CH:29]=1)[C:17]1[CH:22]=[CH:21][CH:20]=[CH:19][CH:18]=1. Product: [CH2:16]([N:23]1[CH2:24][CH2:25][N:26]([CH2:27][C:28]2[CH:33]=[CH:32][CH:31]=[CH:30][CH:29]=2)[CH2:2][CH:3]1[CH2:4][C:5]([O:7][CH3:8])=[O:6])[C:17]1[CH:18]=[CH:19][CH:20]=[CH:21][CH:22]=1. The catalyst class is: 11. (2) Reactant: C[O:2][C:3](=[O:29])[CH2:4][NH:5][C:6]([C:8]1[N:13]=[CH:12][C:11]2[N:14]=[C:15]([C:17]3[CH:18]=[N:19][C:20]([O:23][CH2:24][CH2:25][CH2:26][CH3:27])=[CH:21][CH:22]=3)[S:16][C:10]=2[C:9]=1[OH:28])=[O:7].[OH-].[Li+]. Product: [CH2:24]([O:23][C:20]1[N:19]=[CH:18][C:17]([C:15]2[S:16][C:10]3[C:9]([OH:28])=[C:8]([C:6]([NH:5][CH2:4][C:3]([OH:29])=[O:2])=[O:7])[N:13]=[CH:12][C:11]=3[N:14]=2)=[CH:22][CH:21]=1)[CH2:25][CH2:26][CH3:27]. The catalyst class is: 5. (3) Reactant: [CH:1]1[C:10]2[C:5](=[CH:6][CH:7]=[CH:8][CH:9]=2)[CH:4]=[CH:3][C:2]=1[NH2:11].C(N(CC)CC)C.Cl[C:20](=[O:26])[C:21]([O:23][CH2:24][CH3:25])=[O:22]. Product: [CH2:24]([O:23][C:21]([C:20](=[O:26])[NH:11][C:2]1[CH:3]=[CH:4][C:5]2[C:10](=[CH:9][CH:8]=[CH:7][CH:6]=2)[CH:1]=1)=[O:22])[CH3:25]. The catalyst class is: 4. (4) Reactant: [S:1]1[C:10]2[CH2:9][CH2:8][C:7]3[CH:11]=[CH:12][CH:13]=[CH:14][C:6]=3[C:5](=O)[C:4]=2[CH:3]=[CH:2]1.[Cl:16][C:17]1[CH:25]=[C:24]([Cl:26])[CH:23]=[CH:22][C:18]=1[CH2:19][Mg]Cl. Product: [Cl:16][C:17]1[CH:25]=[C:24]([Cl:26])[CH:23]=[CH:22][C:18]=1[CH:19]=[C:5]1[C:6]2[CH:14]=[CH:13][CH:12]=[CH:11][C:7]=2[CH2:8][CH2:9][C:10]2[S:1][CH:2]=[CH:3][C:4]1=2. The catalyst class is: 1. (5) Reactant: [NH2:1][C:2]1[N:7]=[CH:6][C:5](Br)=[CH:4][N:3]=1.[C:9](B1OC(C)(C)C(C)(C)O1)([CH3:11])=[CH2:10].C(=O)([O-])[O-].[Na+].[Na+]. Product: [CH2:10]=[C:9]([C:5]1[CH:4]=[N:3][C:2]([NH2:1])=[N:7][CH:6]=1)[CH3:11]. The catalyst class is: 438. (6) Reactant: [NH2:1][C@@H:2]1[CH2:7][CH2:6][CH2:5][N:4]([C:8]([C:10]2[CH:32]=[CH:31][C:13]3[N:14]([CH3:30])[C:15]([C:17]4[N:27]([CH2:28][CH3:29])[C:20]5=[N:21][CH:22]=[C:23]([O:25]C)[CH:24]=[C:19]5[CH:18]=4)=[N:16][C:12]=3[CH:11]=2)=[O:9])[CH2:3]1.B(Br)(Br)Br. Product: [NH2:1][C@@H:2]1[CH2:7][CH2:6][CH2:5][N:4]([C:8]([C:10]2[CH:32]=[CH:31][C:13]3[N:14]([CH3:30])[C:15]([C:17]4[N:27]([CH2:28][CH3:29])[C:20]5=[N:21][CH:22]=[C:23]([OH:25])[CH:24]=[C:19]5[CH:18]=4)=[N:16][C:12]=3[CH:11]=2)=[O:9])[CH2:3]1. The catalyst class is: 764. (7) Reactant: [CH2:1]([NH2:5])[CH:2]([CH3:4])[CH3:3].C(=O)([O-])[O-].[K+].[K+].O.[Cl:13][C:14]1[CH:19]=[CH:18][C:17]([N+:20]([O-:22])=[O:21])=[C:16](F)[CH:15]=1. Product: [CH2:1]([NH:5][C:18]1[CH:19]=[C:14]([Cl:13])[CH:15]=[CH:16][C:17]=1[N+:20]([O-:22])=[O:21])[CH:2]([CH3:4])[CH3:3]. The catalyst class is: 7. (8) Reactant: [Br:1][C:2]1[CH:8]=[CH:7][C:5]([NH2:6])=[CH:4][C:3]=1[Cl:9].[C:10](N1C=CN=C1)(N1C=CN=C1)=[S:11]. Product: [Br:1][C:2]1[CH:8]=[CH:7][C:5]([N:6]=[C:10]=[S:11])=[CH:4][C:3]=1[Cl:9]. The catalyst class is: 4.